This data is from Catalyst prediction with 721,799 reactions and 888 catalyst types from USPTO. The task is: Predict which catalyst facilitates the given reaction. (1) Reactant: [C:1]([O:5][C:6]([NH:8][CH2:9][C:10]1[O:11][CH:12]=[C:13]([C:15]([OH:17])=[O:16])[N:14]=1)=[O:7])([CH3:4])([CH3:3])[CH3:2].I[CH3:19].[H-].[Na+]. Product: [C:1]([O:5][C:6]([N:8]([CH2:9][C:10]1[O:11][CH:12]=[C:13]([C:15]([OH:17])=[O:16])[N:14]=1)[CH3:19])=[O:7])([CH3:4])([CH3:2])[CH3:3]. The catalyst class is: 56. (2) Reactant: [CH2:1]([N:3]1[CH:7]=[C:6]([C:8]2[CH:13]=[CH:12][N:11]=[C:10]3[N:14](S(C4C=CC=CC=4)(=O)=O)[C:15]([C:17]4[CH:22]=[CH:21][C:20]([CH2:23][N:24]5[CH2:28][CH2:27][CH2:26][CH2:25]5)=[CH:19][CH:18]=4)=[CH:16][C:9]=23)[C:5]([C:38]2[CH:43]=[CH:42][C:41]([N+:44]([O-])=O)=[CH:40][CH:39]=2)=[N:4]1)[CH3:2].[OH-].[Na+]. Product: [CH2:1]([N:3]1[CH:7]=[C:6]([C:8]2[CH:13]=[CH:12][N:11]=[C:10]3[NH:14][C:15]([C:17]4[CH:18]=[CH:19][C:20]([CH2:23][N:24]5[CH2:28][CH2:27][CH2:26][CH2:25]5)=[CH:21][CH:22]=4)=[CH:16][C:9]=23)[C:5]([C:38]2[CH:39]=[CH:40][C:41]([NH2:44])=[CH:42][CH:43]=2)=[N:4]1)[CH3:2]. The catalyst class is: 183. (3) Reactant: [Br:1][C:2]1[C:10]2[O:9][CH:8]=[C:7]([CH2:11]Br)[C:6]=2[C:5]([F:13])=[C:4]([F:14])[CH:3]=1.C([O-])(=[O:17])C.[K+].CO.C(=O)([O-])[O-].[K+].[K+]. Product: [Br:1][C:2]1[C:10]2[O:9][CH:8]=[C:7]([CH2:11][OH:17])[C:6]=2[C:5]([F:13])=[C:4]([F:14])[CH:3]=1. The catalyst class is: 10. (4) The catalyst class is: 57. Reactant: FC(F)(F)S(O[C:7]1[CH:16]=[C:15]2[C:10]([CH:11]=[C:12]([C:17]([O:19][CH3:20])=[O:18])[N:13]=[CH:14]2)=[CH:9][CH:8]=1)(=O)=O.[OH:23][C:24]1[CH:29]=[CH:28][C:27](B(O)O)=[CH:26][CH:25]=1.C([O-])([O-])=O.[Na+].[Na+]. Product: [OH:23][C:24]1[CH:29]=[CH:28][C:27]([C:7]2[CH:16]=[C:15]3[C:10]([CH:11]=[C:12]([C:17]([O:19][CH3:20])=[O:18])[N:13]=[CH:14]3)=[CH:9][CH:8]=2)=[CH:26][CH:25]=1. (5) Reactant: [NH3:1].[F:2][C:3]1[CH:4]=[C:5]([CH:22]=[CH:23][C:24]=1[O:25][CH3:26])[C:6]([NH:8][C:9]1[CH:14]=[CH:13][C:12]([O:15][CH3:16])=[CH:11][C:10]=1[C:17](=O)[C:18]([OH:20])=[O:19])=O. Product: [F:2][C:3]1[CH:4]=[C:5]([C:6]2[N:1]=[C:17]([C:18]([OH:20])=[O:19])[C:10]3[C:9](=[CH:14][CH:13]=[C:12]([O:15][CH3:16])[CH:11]=3)[N:8]=2)[CH:22]=[CH:23][C:24]=1[O:25][CH3:26]. The catalyst class is: 8. (6) Reactant: [Na].[OH:2][CH2:3][CH2:4][CH2:5][C:6]([OH:8])=[O:7].[CH3:9][O:10][C:11]1[CH:32]=[CH:31][C:14]([C:15](Cl)([C:24]2[CH:29]=[CH:28][CH:27]=[CH:26][CH:25]=2)[C:16]2[CH:21]=[CH:20][C:19]([O:22][CH3:23])=[CH:18][CH:17]=2)=[CH:13][CH:12]=1.[N+:33]([C:36]1[CH:41]=[CH:40][C:39](O)=[CH:38][CH:37]=1)([O-:35])=[O:34].C1(N=C=NC2CCCCC2)CCCCC1. Product: [CH3:9][O:10][C:11]1[CH:32]=[CH:31][C:14]([C:15]([O:2][CH2:3][CH2:4][CH2:5][C:6]([O:8][C:39]2[CH:40]=[CH:41][C:36]([N+:33]([O-:35])=[O:34])=[CH:37][CH:38]=2)=[O:7])([C:24]2[CH:29]=[CH:28][CH:27]=[CH:26][CH:25]=2)[C:16]2[CH:21]=[CH:20][C:19]([O:22][CH3:23])=[CH:18][CH:17]=2)=[CH:13][CH:12]=1. The catalyst class is: 17. (7) Reactant: C[O:2][C:3](=[O:15])[C:4]1[CH:9]=[CH:8][C:7]([CH3:10])=[C:6]([C:11]([F:14])([F:13])[F:12])[CH:5]=1.C1C(=O)N([Br:23])C(=O)C1.C(OOC(=O)C1C=CC=CC=1)(=O)C1C=CC=CC=1.O. Product: [Br:23][CH2:10][C:7]1[CH:8]=[CH:9][C:4]([C:3]([OH:2])=[O:15])=[CH:5][C:6]=1[C:11]([F:14])([F:13])[F:12]. The catalyst class is: 53. (8) Reactant: F[C:2]1[CH:7]=[CH:6][C:5]([F:8])=[CH:4][C:3]=1[C:9]1[CH:14]=[CH:13][CH:12]=[CH:11][C:10]=1[CH:15]([NH:17][S:18]([C:21]1[CH:26]=[CH:25][C:24]([O:27][CH3:28])=[CH:23][CH:22]=1)(=[O:20])=[O:19])[CH3:16].C(=O)([O-])[O-].[K+].[K+]. Product: [F:8][C:5]1[CH:6]=[CH:7][C:2]2[N:17]([S:18]([C:21]3[CH:26]=[CH:25][C:24]([O:27][CH3:28])=[CH:23][CH:22]=3)(=[O:20])=[O:19])[CH:15]([CH3:16])[C:10]3[C:9](=[CH:14][CH:13]=[CH:12][CH:11]=3)[C:3]=2[CH:4]=1. The catalyst class is: 9. (9) Product: [F:20][C:16]1[CH:15]=[C:14]([C@@H:12]2[NH:11][CH2:10][C@H:9]([OH:8])[CH2:13]2)[CH:19]=[CH:18][CH:17]=1. Reactant: [Si]([O:8][C@@H:9]1[CH2:13][C:12]([C:14]2[CH:19]=[CH:18][CH:17]=[C:16]([F:20])[CH:15]=2)=[N:11][CH2:10]1)(C(C)(C)C)(C)C.CC(O)=O.[BH4-].[Na+]. The catalyst class is: 5. (10) Reactant: [CH3:1][C:2]1[N:7]=[C:6]([C:8]2[CH:13]=[CH:12][CH:11]=[C:10]([C:14]3[CH:15]=[C:16]([S:20](Cl)(=[O:22])=[O:21])[CH:17]=[CH:18][CH:19]=3)[N:9]=2)[CH:5]=[C:4]([C:24]2[CH:29]=[CH:28][C:27]([C:30]([F:33])([F:32])[F:31])=[CH:26][CH:25]=2)[CH:3]=1.[NH:34]1[CH2:38][CH2:37][CH2:36][CH2:35]1. Product: [CH3:1][C:2]1[N:7]=[C:6]([C:8]2[CH:13]=[CH:12][CH:11]=[C:10]([C:14]3[CH:19]=[CH:18][CH:17]=[C:16]([S:20]([N:34]4[CH2:38][CH2:37][CH2:36][CH2:35]4)(=[O:22])=[O:21])[CH:15]=3)[N:9]=2)[CH:5]=[C:4]([C:24]2[CH:29]=[CH:28][C:27]([C:30]([F:33])([F:32])[F:31])=[CH:26][CH:25]=2)[CH:3]=1. The catalyst class is: 49.